Dataset: Full USPTO retrosynthesis dataset with 1.9M reactions from patents (1976-2016). Task: Predict the reactants needed to synthesize the given product. (1) Given the product [CH3:12][C:8]1[NH:9][C:10](=[O:11])[C:5]([C:3]2[N:25]=[C:23]([C:22]3[CH:26]=[CH:27][C:19]([F:18])=[CH:20][CH:21]=3)[S:24][CH:2]=2)=[CH:6][C:7]=1[C:13]([O:15][CH2:16][CH3:17])=[O:14], predict the reactants needed to synthesize it. The reactants are: Br[CH2:2][C:3]([C:5]1[C:10](=[O:11])[NH:9][C:8]([CH3:12])=[C:7]([C:13]([O:15][CH2:16][CH3:17])=[O:14])[CH:6]=1)=O.[F:18][C:19]1[CH:27]=[CH:26][C:22]([C:23]([NH2:25])=[S:24])=[CH:21][CH:20]=1. (2) Given the product [N:1]1[CH:6]=[CH:5][C:4]([CH2:7][CH2:8][CH:9]=[O:10])=[CH:3][CH:2]=1, predict the reactants needed to synthesize it. The reactants are: [N:1]1[CH:6]=[CH:5][C:4]([CH2:7][CH2:8][CH2:9][OH:10])=[CH:3][CH:2]=1.CC(OI1(OC(C)=O)(OC(C)=O)OC(=O)C2C=CC=CC1=2)=O.